This data is from Forward reaction prediction with 1.9M reactions from USPTO patents (1976-2016). The task is: Predict the product of the given reaction. (1) The product is: [CH3:25][C:5]([O:14][C:15]1[CH:16]=[CH:17][C:18]([C:21]([CH3:24])([CH3:23])[CH3:22])=[CH:19][CH:20]=1)([CH2:6][C:7]1[CH:12]=[CH:11][C:10]([O:40][CH2:39][CH2:38][C:29]2[N:30]=[C:31]([C:33]3[S:34][CH:35]=[CH:36][CH:37]=3)[O:32][C:28]=2[CH3:27])=[CH:9][CH:8]=1)[C:4]([OH:26])=[O:3]. Given the reactants C([O:3][C:4](=[O:26])[C:5]([CH3:25])([O:14][C:15]1[CH:20]=[CH:19][C:18]([C:21]([CH3:24])([CH3:23])[CH3:22])=[CH:17][CH:16]=1)[CH2:6][C:7]1[CH:12]=[CH:11][C:10](O)=[CH:9][CH:8]=1)C.[CH3:27][C:28]1[O:32][C:31]([C:33]2[S:34][CH:35]=[CH:36][CH:37]=2)=[N:30][C:29]=1[CH2:38][CH2:39][O:40]S(C1C=CC(C)=CC=1)(=O)=O, predict the reaction product. (2) The product is: [CH2:16]([NH:14][CH2:13][CH2:12][C:8]1[C:7]([C:1]([CH3:4])([CH3:3])[CH3:2])=[CH:6][C:5]([C:1]([CH3:2])([CH3:3])[CH3:4])=[CH:10][C:9]=1[OH:11])[C:18]1[CH:19]=[CH:20][CH:21]=[CH:22][CH:23]=1. Given the reactants [C:1]([C:5]1[CH:6]=[CH:7][C:8]([CH2:12][CH2:13][N:14]([CH3:16])C)=[C:9]([OH:11])[CH:10]=1)([CH3:4])([CH3:3])[CH3:2].C(=O)[C:18]1[CH:23]=[CH:22][CH:21]=[CH:20][CH:19]=1, predict the reaction product. (3) Given the reactants [NH2:1][C:2]1[CH:7]=[CH:6][C:5]([C:8]2[C:12]([C:13]3[CH:18]=[CH:17][N:16]=[C:15]4[NH:19][C:20]([C:22]5[CH:23]=[C:24]([CH2:28][OH:29])[CH:25]=[CH:26][CH:27]=5)=[CH:21][C:14]=34)=[CH:11][N:10]([CH2:30][CH3:31])[N:9]=2)=[CH:4][CH:3]=1.[CH3:32][N:33]1[CH2:38]COC[CH2:34]1.CNC.C1C[O:45]CC1, predict the reaction product. The product is: [CH2:30]([N:10]1[CH:11]=[C:12]([C:13]2[CH:18]=[CH:17][N:16]=[C:15]3[NH:19][C:20]([C:22]4[CH:27]=[CH:26][CH:25]=[C:24]([CH2:28][OH:29])[CH:23]=4)=[CH:21][C:14]=23)[C:8]([C:5]2[CH:4]=[CH:3][C:2]([NH:1][C:38](=[O:45])[N:33]([CH3:32])[CH3:34])=[CH:7][CH:6]=2)=[N:9]1)[CH3:31]. (4) Given the reactants [Br:1][C:2]1[CH:7]=[CH:6][C:5]([C:8]([CH3:24])([CH3:23])[C@H:9]([N:14]([C:16]([O:18][C:19]([CH3:22])([CH3:21])[CH3:20])=[O:17])[CH3:15])[C:10]([O:12]C)=[O:11])=[CH:4][CH:3]=1.O.O.[OH-].[Li+].C(O)(=O)CC(CC(O)=O)(C(O)=O)O, predict the reaction product. The product is: [Br:1][C:2]1[CH:3]=[CH:4][C:5]([C:8]([CH3:24])([CH3:23])[C@H:9]([N:14]([C:16]([O:18][C:19]([CH3:22])([CH3:21])[CH3:20])=[O:17])[CH3:15])[C:10]([OH:12])=[O:11])=[CH:6][CH:7]=1. (5) The product is: [CH3:1][C:2]([CH3:24])([CH3:23])[CH2:3][N:4]1[C:8]2[N:9]=[C:10]([C:13]#[N:14])[N:11]=[CH:12][C:7]=2[CH:6]=[C:5]1[CH2:15][N:16]1[CH2:21][CH2:20][C:19](=[N:32][OH:31])[CH2:18][CH2:17]1. Given the reactants [CH3:1][C:2]([CH3:24])([CH3:23])[CH2:3][N:4]1[C:8]2[N:9]=[C:10]([C:13]#[N:14])[N:11]=[CH:12][C:7]=2[CH:6]=[C:5]1[CH2:15][N:16]1[CH2:21][CH2:20][C:19](=O)[CH2:18][CH2:17]1.N1C=CC=CC=1.[OH:31][NH2:32], predict the reaction product. (6) The product is: [F:29][C:30]1[CH:31]=[CH:32][CH:33]=[C:34]2[C:39]=1[N:38]=[C:37]([N:40]1[CH2:41][CH2:42][N:43]([C:46]3[CH:51]=[CH:50][CH:49]=[C:48]([O:52][CH3:53])[CH:47]=3)[CH2:44][CH2:45]1)[N:36]([C:54]1[CH:59]=[C:58]([C:60]([F:63])([F:62])[F:61])[CH:57]=[CH:56][C:55]=1[O:64][CH3:65])[C@@H:35]2[CH2:66][C:67]([OH:69])=[O:68]. Given the reactants CC1C=CC(C(O[C@H]([C@@H](OC(=O)C2C=CC(C)=CC=2)C(O)=O)C(O)=O)=O)=CC=1.[F:29][C:30]1[CH:31]=[CH:32][CH:33]=[C:34]2[C:39]=1[N:38]=[C:37]([N:40]1[CH2:45][CH2:44][N:43]([C:46]3[CH:51]=[CH:50][CH:49]=[C:48]([O:52][CH3:53])[CH:47]=3)[CH2:42][CH2:41]1)[N:36]([C:54]1[CH:59]=[C:58]([C:60]([F:63])([F:62])[F:61])[CH:57]=[CH:56][C:55]=1[O:64][CH3:65])[CH:35]2[CH2:66][C:67]([O:69]C)=[O:68].C(=O)(O)[O-].[Na+], predict the reaction product. (7) Given the reactants Cl.C([O:6][C:7](=[O:41])[C@@H:8]([NH:10][C:11](=[O:40])[C@H:12]([NH:32]C(OC(C)(C)C)=O)[CH2:13][CH2:14][C:15](=[O:31])[NH:16][CH2:17][C@@H:18]([OH:30])[CH2:19][P:20]([CH2:23][CH:24]1[CH2:29][CH2:28][CH2:27][CH2:26][CH2:25]1)([OH:22])=[O:21])[CH3:9])(C)(C)C, predict the reaction product. The product is: [NH2:32][C@H:12]([CH2:13][CH2:14][C:15](=[O:31])[NH:16][CH2:17][C@@H:18]([OH:30])[CH2:19][P:20]([CH2:23][CH:24]1[CH2:25][CH2:26][CH2:27][CH2:28][CH2:29]1)([OH:22])=[O:21])[C:11]([NH:10][C@@H:8]([CH3:9])[C:7]([OH:41])=[O:6])=[O:40]. (8) Given the reactants [CH3:1][O:2][C:3](=[O:18])[CH2:4][N:5]([CH2:14][CH2:15][CH:16]=[CH2:17])[C@H:6]([C:8]1[CH:13]=[CH:12][CH:11]=[CH:10][CH:9]=1)[CH3:7].C([N-]C(C)C)(C)C.[Li+].[I:27]I, predict the reaction product. The product is: [CH3:1][O:2][C:3]([C@@H:4]1[C@H:16]([CH2:17][I:27])[CH2:15][CH2:14][N:5]1[C@H:6]([C:8]1[CH:13]=[CH:12][CH:11]=[CH:10][CH:9]=1)[CH3:7])=[O:18]. (9) Given the reactants [CH2:1]([N:5]1[C:13]2[N:12]=[C:11]([Cl:14])[NH:10][C:9]=2[C:8](=[O:15])[N:7]([CH2:16][CH2:17]CC2C=CC=CC=2)[C:6]1=[O:25])[CH2:2][CH2:3][CH3:4].C(N1C2N=CNC=2C(=O)N(CC[O:42][C:43]2[CH:48]=[CH:47][CH:46]=[CH:45][CH:44]=2)C1=O)CCC.C1C(=O)N(Cl)C(=O)C1, predict the reaction product. The product is: [CH2:1]([N:5]1[C:13]2[N:12]=[C:11]([Cl:14])[NH:10][C:9]=2[C:8](=[O:15])[N:7]([CH2:16][CH2:17][O:42][C:43]2[CH:48]=[CH:47][CH:46]=[CH:45][CH:44]=2)[C:6]1=[O:25])[CH2:2][CH2:3][CH3:4]. (10) Given the reactants [Cl:1][C:2]1[C:7]2[S:8][CH:9]=[CH:10][C:6]=2[CH:5]=[CH:4][CH:3]=1.[B:11](OC(C)C)([O:16]C(C)C)[O:12]C(C)C.[Cl-].[NH4+], predict the reaction product. The product is: [Cl:1][C:2]1[C:7]2[S:8][C:9]([B:11]([OH:16])[OH:12])=[CH:10][C:6]=2[CH:5]=[CH:4][CH:3]=1.